Task: Predict the product of the given reaction.. Dataset: Forward reaction prediction with 1.9M reactions from USPTO patents (1976-2016) Given the reactants [Br:1][C:2]1[CH:11]=[CH:10][CH:9]=[C:8]2[C:3]=1[CH2:4][CH2:5][N:6]1[C:16](=[O:17])[CH2:15][NH:14][C:13](=[O:18])[CH2:12][CH:7]12, predict the reaction product. The product is: [Br:1][C:2]1[CH:11]=[CH:10][CH:9]=[C:8]2[C:3]=1[CH2:4][CH2:5][N:6]1[C:16](=[O:17])[CH2:15][NH:14][C:13](=[O:18])[CH:12]=[C:7]12.